Dataset: Forward reaction prediction with 1.9M reactions from USPTO patents (1976-2016). Task: Predict the product of the given reaction. (1) Given the reactants [CH:1]([C:3]1[CH:4]=[C:5]2[C:10](=[CH:11][CH:12]=1)[N:9]=[CH:8][CH:7]=[C:6]2[N:13]1[CH2:18][CH2:17][N:16]([C:19]([O:21][C:22]([CH3:25])([CH3:24])[CH3:23])=[O:20])[CH2:15][CH2:14]1)=O.[S:26]1[CH2:30][C:29](=[O:31])[NH:28][C:27]1=[O:32].N1CCCCC1.C(O)(=O)C, predict the reaction product. The product is: [O:32]=[C:27]1[NH:28][C:29](=[O:31])/[C:30](=[CH:1]/[C:3]2[CH:4]=[C:5]3[C:10](=[CH:11][CH:12]=2)[N:9]=[CH:8][CH:7]=[C:6]3[N:13]2[CH2:14][CH2:15][N:16]([C:19]([O:21][C:22]([CH3:24])([CH3:25])[CH3:23])=[O:20])[CH2:17][CH2:18]2)/[S:26]1. (2) Given the reactants [CH2:1]([Sn]([CH2:1][CH2:2][CH2:3][CH3:4])([CH2:1][CH2:2][CH2:3][CH3:4])C1C2C(=CC=CC=2)C=CN=1)[CH2:2][CH2:3][CH3:4].Cl[C:25]1[C:34]([C@@H:35]([N:37]2[C:45](=[O:46])[C:44]3[C:39](=[CH:40][CH:41]=[CH:42][CH:43]=3)[C:38]2=[O:47])[CH3:36])=[CH:33][C:32]2[C:27](=[C:28]([F:48])[CH:29]=[CH:30][CH:31]=2)[N:26]=1.O1CCOCC1, predict the reaction product. The product is: [CH2:1]([C:25]1[C:34]([C@@H:35]([N:37]2[C:45](=[O:46])[C:44]3[C:39](=[CH:40][CH:41]=[CH:42][CH:43]=3)[C:38]2=[O:47])[CH3:36])=[CH:33][C:32]2[C:27](=[C:28]([F:48])[CH:29]=[CH:30][CH:31]=2)[N:26]=1)[CH2:2][CH2:3][CH3:4]. (3) The product is: [O:68]1[C:69]2[CH:70]=[CH:50][CH:49]=[CH:48][C:47]=2[N:46]=[C:65]1[O:29][C:26]1[CH:27]=[CH:28][C:23]([O:22][CH2:21][CH:6]([OH:5])[CH2:7][N:8]2[CH2:9][CH2:10][C:11]([C:15]3[CH:20]=[CH:19][CH:18]=[CH:17][CH:16]=3)([OH:14])[CH2:12][CH2:13]2)=[CH:24][CH:25]=1. Given the reactants CC(C)=O.[OH:5][CH:6]([CH2:21][O:22][C:23]1[CH:28]=[CH:27][C:26]([OH:29])=[CH:25][CH:24]=1)[CH2:7][N:8]1[CH2:13][CH2:12][C:11]([C:15]2[CH:20]=[CH:19][CH:18]=[CH:17][CH:16]=2)([OH:14])[CH2:10][CH2:9]1.C(OC1C=CC(OCC(O)C[N:46]2C[CH2:50][C:49](C3C=CC=CC=3)(O)[CH2:48][CH2:47]2)=CC=1)C1C=CC=CC=1.C(O)C.[C:65]([O:68][CH2:69][CH3:70])(=O)C, predict the reaction product. (4) Given the reactants Cl.[O:2]1[CH:6]=[CH:5][N:4]=[C:3]1[CH2:7][NH2:8].C(N(CC)CC)C.S=[C:17]1[CH2:21][S:20][C:19](=[O:22])[NH:18]1, predict the reaction product. The product is: [O:2]1[CH:6]=[CH:5][N:4]=[C:3]1[CH2:7][NH:8][C:17]1[CH2:21][S:20][C:19](=[O:22])[N:18]=1. (5) Given the reactants [F:1][C:2]1[CH:3]=[C:4]([CH:6]=[CH:7][CH:8]=1)[NH2:5].[CH2:9]=[O:10].[NH:11]1[C:15]2[CH:16]=[CH:17][CH:18]=[CH:19][C:14]=2[N:13]=[N:12]1, predict the reaction product. The product is: [F:1][C:2]1[CH:3]=[C:4]([CH:6]=[CH:7][CH:8]=1)[NH:5][CH3:14].[OH:10][CH2:9][N:11]1[C:15]2[CH:16]=[CH:17][CH:18]=[CH:19][C:14]=2[N:13]=[N:12]1.[NH:11]1[C:3]2[CH:2]=[CH:8][CH:7]=[CH:6][C:4]=2[N:5]=[N:12]1.